Dataset: Reaction yield outcomes from USPTO patents with 853,638 reactions. Task: Predict the reaction yield, written as a fraction of the theoretical maximum amount of product (1.0 means a 100% yield; for example, 0.34 means a 34% yield). (1) The reactants are Br[C:2]1[C:3]([C:24]2[CH:29]=[CH:28][C:27]([Cl:30])=[CH:26][CH:25]=2)=[CH:4][C:5]2[N:6]([C:9](=[O:23])[N:10]([CH2:12][C:13]3[CH:14]=[N:15][C:16]([C:19]([F:22])([F:21])[F:20])=[CH:17][CH:18]=3)[N:11]=2)[C:7]=1[CH3:8].[Cl:31][C:32]1[CH:37]=[CH:36][CH:35]=[CH:34][C:33]=1B(O)O.[O-]P([O-])([O-])=O.[K+].[K+].[K+].COC1C=CC=C(OC)C=1C1C=CC=CC=1P(C1CCCCC1)C1CCCCC1. No catalyst specified. The product is [Cl:31][C:32]1[CH:37]=[CH:36][CH:35]=[CH:34][C:33]=1[C:2]1[C:3]([C:24]2[CH:25]=[CH:26][C:27]([Cl:30])=[CH:28][CH:29]=2)=[CH:4][C:5]2[N:6]([C:9](=[O:23])[N:10]([CH2:12][C:13]3[CH:14]=[N:15][C:16]([C:19]([F:21])([F:20])[F:22])=[CH:17][CH:18]=3)[N:11]=2)[C:7]=1[CH3:8]. The yield is 0.860. (2) The reactants are Cl[C:2]1[C:7]([C:8]([F:11])([F:10])[F:9])=[CH:6][N:5]=[C:4]([NH:12][C:13]2[CH:27]=[CH:26][C:16]([CH2:17][P:18](=[O:25])([O:22][CH2:23][CH3:24])[O:19][CH2:20][CH3:21])=[CH:15][C:14]=2[O:28][CH3:29])[N:3]=1.[NH2:30][C:31]1[CH:32]=[CH:33][C:34]([CH:42]2[CH2:47][CH2:46][C:45]([O:52][Si](C(C)(C)C)(C)C)([C:48]([O:50]C)=[O:49])[CH2:44][CH2:43]2)=[C:35]2[C:39]=1[C:38](=[O:40])[N:37]([CH3:41])[CH2:36]2.C(O)(C(F)(F)F)=O.CCCC[N+](CCCC)(CCCC)CCCC.[F-].O.[OH-].[Li+].Cl. The catalyst is CCOC(C)=O.C1COCC1.O.CO. The product is [CH2:20]([O:19][P:18]([CH2:17][C:16]1[CH:26]=[CH:27][C:13]([NH:12][C:4]2[N:3]=[C:2]([NH:30][C:31]3[CH:32]=[CH:33][C:34]([CH:42]4[CH2:43][CH2:44][C:45]([OH:52])([C:48]([OH:50])=[O:49])[CH2:46][CH2:47]4)=[C:35]4[C:39]=3[C:38](=[O:40])[N:37]([CH3:41])[CH2:36]4)[C:7]([C:8]([F:11])([F:10])[F:9])=[CH:6][N:5]=2)=[C:14]([O:28][CH3:29])[CH:15]=1)([O:22][CH2:23][CH3:24])=[O:25])[CH3:21]. The yield is 0.360. (3) The catalyst is CN(C=O)C. The reactants are Br[C:2]1[CH:10]=[C:9]2[C:5]([C:6]([C:12]([O:14][CH3:15])=[O:13])=[N:7][N:8]2[CH3:11])=[CH:4][CH:3]=1.[CH2:16]([Sn](CCCC)(CCCC)C=C)[CH2:17]CC. The yield is 0.880. The product is [CH3:11][N:8]1[C:9]2[C:5](=[CH:4][CH:3]=[C:2]([CH:16]=[CH2:17])[CH:10]=2)[C:6]([C:12]([O:14][CH3:15])=[O:13])=[N:7]1. (4) The reactants are [CH2:1]([O:3][C:4]([C:6]1[CH:7]=[N:8][NH:9][CH:10]=1)=[O:5])[CH3:2].[N:11]#[C:12][NH2:13].O1CCOCC1.[ClH:20]. The catalyst is CCOCC. The product is [ClH:20].[CH2:1]([O:3][C:4]([C:6]1[CH:7]=[N:8][N:9]([C:12](=[NH:11])[NH2:13])[CH:10]=1)=[O:5])[CH3:2]. The yield is 0.930. (5) The reactants are [C:1]([O:5][C@@H:6]([C:12]1[C:13]([CH3:27])=[N:14][C:15]2[N:16]([N:19]=[C:20]([C:22]([O:24][CH2:25][CH3:26])=[O:23])[CH:21]=2)[C:17]=1Cl)[C:7]([O:9][CH2:10][CH3:11])=[O:8])([CH3:4])([CH3:3])[CH3:2].Cl.[CH2:29]([O:32][C:33]1([CH3:39])[CH2:38][CH2:37][NH:36][CH2:35][CH2:34]1)[CH:30]=[CH2:31].CCN(C(C)C)C(C)C. The catalyst is CN(C=O)C. The product is [CH2:29]([O:32][C:33]1([CH3:39])[CH2:34][CH2:35][N:36]([C:17]2[N:16]3[N:19]=[C:20]([C:22]([O:24][CH2:25][CH3:26])=[O:23])[CH:21]=[C:15]3[N:14]=[C:13]([CH3:27])[C:12]=2[C@H:6]([O:5][C:1]([CH3:4])([CH3:3])[CH3:2])[C:7]([O:9][CH2:10][CH3:11])=[O:8])[CH2:37][CH2:38]1)[CH:30]=[CH2:31]. The yield is 0.690. (6) The reactants are [F:1][C:2]1[CH:7]=[CH:6][CH:5]=[C:4]([F:8])[C:3]=1[N:9]1[C:14]2[N:15]=[C:16](S(C)=O)[N:17]=[C:18]([C:19]3[CH:20]=[C:21]([CH:28]=[CH:29][C:30]=3[CH3:31])[C:22]([NH:24][CH2:25][CH2:26][CH3:27])=[O:23])[C:13]=2[CH2:12][NH:11][C:10]1=[O:35].[CH3:36][CH:37]([NH:39][CH2:40][CH2:41][CH2:42][NH2:43])[CH3:38]. The catalyst is C(Cl)Cl. The product is [F:1][C:2]1[CH:7]=[CH:6][CH:5]=[C:4]([F:8])[C:3]=1[N:9]1[C:14]2[N:15]=[C:16]([NH:43][CH2:42][CH2:41][CH2:40][NH:39][CH:37]([CH3:38])[CH3:36])[N:17]=[C:18]([C:19]3[CH:20]=[C:21]([CH:28]=[CH:29][C:30]=3[CH3:31])[C:22]([NH:24][CH2:25][CH2:26][CH3:27])=[O:23])[C:13]=2[CH2:12][NH:11][C:10]1=[O:35]. The yield is 0.390. (7) The reactants are C(C1C=CC2[N:7](C(CNC(=O)OC(C)(C)C)=NN=2)N=1)=O.[CH:21]([C:23]1[CH:24]=[CH:25][C:26]2[N:27]([C:29]([CH2:32][NH:33]C(=O)OC(C)(C)C)=[N:30][N:31]=2)[N:28]=1)=[CH2:22].O.I([O-])(=O)(=O)=O.[Na+].[CH2:48]1[CH2:52][O:51][CH2:50][CH2:49]1. The catalyst is [Os](=O)(=O)(=O)=O. The product is [CH:48]1([C:52]2[O:51][N:7]=[C:21]([C:23]3[CH:24]=[CH:25][C:26]4[N:27]([C:29]([CH2:32][NH2:33])=[N:30][N:31]=4)[N:28]=3)[CH:22]=2)[CH2:49][CH2:50]1. The yield is 0.720. (8) The reactants are [H-].[Na+].[C:3]1([OH:9])[CH:8]=[CH:7][CH:6]=[CH:5][CH:4]=1.[P:10](Cl)(Cl)([O:12][C:13]1[CH:18]=[CH:17][CH:16]=[CH:15][C:14]=1[Cl:19])=[O:11]. The catalyst is C1COCC1. The product is [P:10]([O:9][C:3]1[CH:8]=[CH:7][CH:6]=[CH:5][CH:4]=1)([O:9][C:3]1[CH:8]=[CH:7][CH:6]=[CH:5][CH:4]=1)([O:12][C:13]1[CH:18]=[CH:17][CH:16]=[CH:15][C:14]=1[Cl:19])=[O:11]. The yield is 0.100. (9) The reactants are [CH3:1][CH:2]([CH3:9])[C:3]([O:5][CH2:6][CH2:7]Cl)=[O:4].[C:10]([OH:17])(=[O:16])/[CH:11]=[CH:12]/[C:13]([OH:15])=[O:14]. The catalyst is CN1CCCC1=O. The product is [CH3:1][CH:2]([CH3:9])[C:3]([O:5][CH2:6][CH2:7][O:15][C:13](/[CH:12]=[CH:11]/[C:10]([OH:17])=[O:16])=[O:14])=[O:4]. The yield is 0.120.